Task: Predict the product of the given reaction.. Dataset: Forward reaction prediction with 1.9M reactions from USPTO patents (1976-2016) (1) Given the reactants [Cl-].[CH2:2]([O:9][C:10]1[CH:35]=[CH:34][C:33]([O:36][C:37]2[C:45]([CH3:46])=[CH:44][C:43]([N+:47]([O-:49])=[O:48])=[C:42]3[C:38]=2[CH2:39][CH2:40][CH2:41]3)=[CH:32][C:11]=1[CH2:12][P+](C1C=CC=CC=1)(C1C=CC=CC=1)C1C=CC=CC=1)[C:3]1[CH:8]=[CH:7][CH:6]=[CH:5][CH:4]=1.[H-].[Na+].[O:52]1[CH2:57][CH2:56][C:55](=O)[CH2:54][CH2:53]1.Cl, predict the reaction product. The product is: [CH2:2]([O:9][C:10]1[CH:35]=[CH:34][C:33]([O:36][C:37]2[C:45]([CH3:46])=[CH:44][C:43]([N+:47]([O-:49])=[O:48])=[C:42]3[C:38]=2[CH2:39][CH2:40][CH2:41]3)=[CH:32][C:11]=1[CH:12]=[C:55]1[CH2:56][CH2:57][O:52][CH2:53][CH2:54]1)[C:3]1[CH:4]=[CH:5][CH:6]=[CH:7][CH:8]=1. (2) Given the reactants [OH:1][CH:2]1[CH2:7][CH2:6][N:5]([C:8]([O:10][C:11]([CH3:14])([CH3:13])[CH3:12])=[O:9])[CH2:4][CH2:3]1.[F:15][C:16]([F:25])([F:24])[C:17]1[CH:22]=[CH:21][CH:20]=[CH:19][C:18]=1O.C1(P(C2C=CC=CC=2)C2C=CC=CC=2)C=CC=CC=1.N(C(OCC)=O)=NC(OCC)=O, predict the reaction product. The product is: [F:15][C:16]([F:25])([F:24])[C:17]1[CH:22]=[CH:21][CH:20]=[CH:19][C:18]=1[O:1][CH:2]1[CH2:3][CH2:4][N:5]([C:8]([O:10][C:11]([CH3:14])([CH3:13])[CH3:12])=[O:9])[CH2:6][CH2:7]1. (3) Given the reactants [N:1]1[CH:6]=[CH:5][CH:4]=[CH:3][N:2]=1.CC1(C)CCCC(C)(C)N1.[Li].[O:18]1[C:22]2([CH2:27][CH2:26][C:25](=[O:28])[CH2:24][CH2:23]2)[O:21][CH2:20][CH2:19]1, predict the reaction product. The product is: [N:1]1[CH:6]=[CH:5][CH:4]=[C:3]([C:25]2([OH:28])[CH2:26][CH2:27][C:22]3([O:21][CH2:20][CH2:19][O:18]3)[CH2:23][CH2:24]2)[N:2]=1.